From a dataset of Aqueous solubility values for 9,982 compounds from the AqSolDB database. Regression/Classification. Given a drug SMILES string, predict its absorption, distribution, metabolism, or excretion properties. Task type varies by dataset: regression for continuous measurements (e.g., permeability, clearance, half-life) or binary classification for categorical outcomes (e.g., BBB penetration, CYP inhibition). For this dataset (solubility_aqsoldb), we predict Y. (1) The molecule is CCOC(C)C(=O)C(O)O. The Y is -0.171 log mol/L. (2) The compound is CC(=O)Oc1ccccc1C(=O)OCC(=O)N(C)C. The Y is -1.55 log mol/L. (3) The Y is -4.02 log mol/L. The drug is CCCC(C)(C)C(=O)Nc1ccc(Cl)cc1.